This data is from Human Reference Interactome with 51,813 positive PPI pairs across 8,248 proteins, plus equal number of experimentally-validated negative pairs. The task is: Binary Classification. Given two protein amino acid sequences, predict whether they physically interact or not. (1) Protein 1 (ENSG00000114126) has sequence MIISTPQRLTSSGSVLIGSPYTPAPAMVTQTHIAEATGWVPGDRKRARKFIDSDFSESKRSKKGDKNGKGLRHFSMKVCEKVQRKGTTSYNEVADELVSEFTNSNNHLAADSQAYDQKNIRRRVYDALNVLMAMNIISKEKKEIKWIGLPTNSAQECQNLEIEKQRRIERIKQKRAQLQELLLQQIAFKNLVQRNRQNEQQNQGPPALNSTIQLPFIIINTSRKTVIDCSISSDKFEYLFNFDNTFEIHDDIEVLKRMGMSFGLESGKCSLEDLKLAKSLVPKALEGYITDISTGPSWLN.... Protein 2 (ENSG00000147642) has sequence MGPLRESKKEHRVQHHDKEISRSRIPRLILRPHMPQQQHKVSPASESPFSEEESREFNPSSSGRSARTVSSNSFCSDDTGCPSSQSVSPVKTPSDAGNSPIGFCPGSDEGFTRKKCTIGMVGEGSIQSSRYKKESKSGLVKPGSEADFSSSSSTGSISAPEVHMSTAGSKRSSSSRNRGPHGRSNGASSHKPGSSPSSPREKDLLSMLCRNQLSPVNIHPSYAPSSPSSSNSGSYKGSDCSPIMRRSGRYMSCGENHGVRPPNPEQYLTPLQQKEVTVRHLKTKLKESERRLHERESEIV.... Result: 0 (the proteins do not interact). (2) Result: 0 (the proteins do not interact). Protein 1 (ENSG00000102854) has sequence MALPTARPLLGSCGTPALGSLLFLLFSLGWVQPSRTLAGETGQEAAPLDGVLANPPNISSLSPRQLLGFPCAEVSGLSTERVRELAVALAQKNVKLSTEQLRCLAHRLSEPPEDLDALPLDLLLFLNPDAFSGPQACTRFFSRITKANVDLLPRGAPERQRLLPAALACWGVRGSLLSEADVRALGGLACDLPGRFVAESAEVLLPRLVSCPGPLDQDQQEAARAALQGGGPPYGPPSTWSVSTMDALRGLLPVLGQPIIRSIPQGIVAAWRQRSSRDPSWRQPERTILRPRFRREVEKT.... Protein 2 (ENSG00000129317) has sequence MEEDTDYRIRFSSLCFFNDHVGFHGTIKSSPSDFIVIEIDEQGQLVNKTIDEPIFKISEIQLEPNNFPKKPKLDLQNLSLEDGRNQEVHTLIKYTDGDQNHQSGSEKEDTIVDGTSKCEEKADVLSSFLDEKTHELLNNFACDVREKWLSKTELIGLPPEFSIGRILDKNQRASLHSAIRQKFPFLVTVGKNSEIVVKPNLEYKELCHLVSEEEAFDFFKYLDAKKENSKFTFKPDTNKDHRKAVHHFVNKKFGNLVETKSFSKMNCSAGNPNVVVTVRFREKAHKRGKRPLSECQEGKV.... (3) Protein 1 (ENSG00000167182) has sequence MSDPQTSMAATAAVSPSDYLQPAASTTQDSQPSPLALLAATCSKIGPPAVEAAVTPPAPPQPTPRKLVPIKPAPLPLSPGKNSFGILSSKGNILQIQGSQLSASYPGGQLVFAIQNPTMINKGTRSNANIQYQAVPQIQASNSQTIQVQPNLTNQIQIIPGTNQAIITPSPSSHKPVPIKPAPIQKSSTTTTPVQSGANVVKLTGGGGNVTLTLPVNNLVNASDTGAPTQLLTESPPTPLSKTNKKARKKSLPASQPPVAVAEQVETVLIETTADNIIQAGNNLLIVQSPGGGQPAVVQQ.... Protein 2 (ENSG00000170502) has sequence MAGRLLGKALAAVSLSLALASVTIRSSRCRGIQAFRNSFSSSWFHLNTNVMSGSNGSKENSHNKARTSPYPGSKVERSQVPNEKVGWLVEWQDYKPVEYTAVSVLAGPRWADPQISESNFSPKFNEKDGHVERKSKNGLYEIENGRPRNPAGRTGLVGRGLLGRWGPNHAADPIITRWKRDSSGNKIMHPVSGKHILQFVAIKRKDCGEWAIPGGMVDPGEKISATLKREFGEEALNSLQKTSAEKREIEEKLHKLFSQDHLVIYKGYVDDPRNTDNAWMETEAVNYHDETGEIMDNLML.... Result: 0 (the proteins do not interact). (4) Protein 1 (ENSG00000171858) has sequence MQNDAGEFVDLYVPRKCSASNRIIGAKDHASIQMNVAEVDKVTGRFNGQFKTYAICGAIRRMGESDDSILRLAKADGIVSKNF*MQNDAGEFVDLYVPRKCSASNRIIGAKDHASIQMNVAEVSWEPGRREGCDICAGKAGCPIVEEPLG*MQNDAGEFVDLYVPRKCSASNRIIGAKDHASIQMNVAEVDKVTGRFNGQFKTYAICGAIRRMVSVSLGFAHHFGTSWTLPCALECVMVPE*MQNDAGEFVDLYVPRKCSASNRIIGAKDHASIQMNVAEVDKVTGRFNGQFKTYAICGA.... Protein 2 (ENSG00000182667) has sequence MGVCGYLFLPWKCLVVVSLRLLFLVPTGVPVRSGDATFPKAMDNVTVRQGESATLRCTIDNRVTRVAWLNRSTILYAGNDKWCLDPRVVLLSNTQTQYSIEIQNVDVYDEGPYTCSVQTDNHPKTSRVHLIVQVSPKIVEISSDISINEGNNISLTCIATGRPEPTVTWRHISPKAVGFVSEDEYLEIQGITREQSGDYECSASNDVAAPVVRRVKVTVNYPPYISEAKGTGVPVGQKGTLQCEASAVPSAEFQWYKDDKRLIEGKKGVKVENRPFLSKLIFFNVSEHDYGNYTCVASNK.... Result: 0 (the proteins do not interact). (5) Result: 1 (the proteins interact). Protein 1 (ENSG00000119820) has sequence MQPPGPPPAYAPTNGDFTFVSSADAEDLSGSIASPDVKLNLGGDFIKESTATTFLRQRGYGWLLEVEDDDPEDNKPLLEELDIDLKDIYYKIRCVLMPMPSLGFNRQVVRDNPDFWGPLAVVLFFSMISLYGQFRVVSWIITIWIFGSLTIFLLARVLGGEVAYGQVLGVIGYSLLPLIVIAPVLLVVGSFEVVSTLIKLFGVFWAAYSAASLLVGEEFKTKKPLLIYPIFLLYIYFLSLYTGV*EDLSGSIASPDVKLNLGGDFIKESTATTFLRQRGYGWLLEVEDDDPEDNKPLLWS.... Protein 2 (ENSG00000188822) has sequence MEECWVTEIANGSKDGLDSNPMKDYMILSGPQKTAVAVLCTLLGLLSALENVAVLYLILSSHQLRRKPSYLFIGSLAGADFLASVVFACSFVNFHVFHGVDSKAVFLLKIGSVTMTFTASVGSLLLTAIDRYLCLRYPPSYKALLTRGRALVTLGIMWVLSALVSYLPLMGWTCCPRPCSELFPLIPNDYLLSWLLFIAFLFSGIIYTYGHVLWKAHQHVASLSGHQDRQVPGMARMRLDVRLAKTLGLVLAVLLICWFPVLALMAHSLATTLSDQVKKAFAFCSMLCLINSMVNPVIYA.... (6) Protein 1 (ENSG00000188404) has sequence MIFPWKCQSTQRDLWNIFKLWGWTMLCCDFLAHHGTDCWTYHYSEKPMNWQRARRFCRDNYTDLVAIQNKAEIEYLEKTLPFSRSYYWIGIRKIGGIWTWVGTNKSLTEEAENWGDGEPNNKKNKEDCVEIYIKRNKDAGKWNDDACHKLKAALCYTASCQPWSCSGHGECVEIINNYTCNCDVGYYGPQCQFVIQCEPLEAPELGTMDCTHPLGNFSFSSQCAFSCSEGTNLTGIEETTCGPFGNWSSPEPTCQVIQCEPLSAPDLGIMNCSHPLASFSFTSACTFICSEGTELIGKKK.... Protein 2 (ENSG00000124608) has sequence MAASVAAAARRLRRAIRRSPAWRGLSHRPLSSEPPAAKASAVRAAFLNFFRDRHGHRLVPSASVRPRGDPSLLFVNAGMNQFKPIFLGTVDPRSEMAGFRRVANSQKCVRAGGHHNDLEDVGRDLSHHTFFEMLGNWAFGGEYFKEEACNMAWELLTQVYGIPEERLWISYFDGDPKAGLDPDLETRDIWLSLGVPASRVLSFGPQENFWEMGDTGPCGPCTEIHYDLAGGVGAPQLVELWNLVFMQHNREADGSLQPLPQRHVDTGMGLERLVAVLQGKHSTYDTDLFSPLLNAIQQGC.... Result: 0 (the proteins do not interact).